From a dataset of Reaction yield outcomes from USPTO patents with 853,638 reactions. Predict the reaction yield, written as a fraction of the theoretical maximum amount of product (1.0 means a 100% yield; for example, 0.34 means a 34% yield). (1) The reactants are [CH3:1][O:2][CH2:3][CH2:4][CH2:5][O:6][C:7]1[CH:8]=[C:9]2[C:13](=[C:14]([N+:16]([O-])=O)[CH:15]=1)[NH:12][C:11]([C:19]([O:21][CH2:22][CH3:23])=[O:20])=[CH:10]2. The catalyst is [C].[Pd].O1CCCC1. The product is [NH2:16][C:14]1[CH:15]=[C:7]([O:6][CH2:5][CH2:4][CH2:3][O:2][CH3:1])[CH:8]=[C:9]2[C:13]=1[NH:12][C:11]([C:19]([O:21][CH2:22][CH3:23])=[O:20])=[CH:10]2. The yield is 0.970. (2) No catalyst specified. The reactants are [CH3:1][O:2][CH2:3][O:4][C:5]1[CH:12]=[CH:11][C:8]([CH:9]=[O:10])=[CH:7][C:6]=1[CH:13]=[CH2:14].C1C[O:18]CC1. The yield is 0.595. The product is [OH:10][CH2:9][C:8]1[CH:11]=[CH:12][C:5]([O:4][CH2:3][O:2][CH3:1])=[C:6]([CH2:13][CH2:14][OH:18])[CH:7]=1.